Dataset: Forward reaction prediction with 1.9M reactions from USPTO patents (1976-2016). Task: Predict the product of the given reaction. (1) The product is: [CH:39]1([CH2:38][NH:1][CH2:2][CH2:3][C:4]([NH:6][C:7]2[CH:34]=[CH:33][C:10]([CH2:11][N:12]3[CH2:17][CH2:16][CH:15]([NH:18][C:19]([C:21]4[O:22][C:23]5[C:28]([C:29](=[O:31])[CH:30]=4)=[CH:27][CH:26]=[C:25]([F:32])[CH:24]=5)=[O:20])[CH2:14][CH2:13]3)=[CH:9][C:8]=2[F:35])=[O:5])[CH2:40][CH2:41][CH2:36][CH2:42]1. Given the reactants [NH2:1][CH2:2][CH2:3][C:4]([NH:6][C:7]1[CH:34]=[CH:33][C:10]([CH2:11][N:12]2[CH2:17][CH2:16][CH:15]([NH:18][C:19]([C:21]3[O:22][C:23]4[C:28]([C:29](=[O:31])[CH:30]=3)=[CH:27][CH:26]=[C:25]([F:32])[CH:24]=4)=[O:20])[CH2:14][CH2:13]2)=[CH:9][C:8]=1[F:35])=[O:5].[CH:36]1([CH:42]=O)[CH2:41][CH2:40][CH2:39][CH2:38]C1.C([BH3-])#N, predict the reaction product. (2) Given the reactants CC1C=CC=C([N+]([O-])=O)C=1C(OC(C1C([N+]([O-])=O)=CC=CC=1C)=O)=O.[C:26]([O:30][C:31]([NH:33][C@@H:34]([CH2:38][O:39][CH2:40][C@H:41]([CH2:51][C:52]1[CH:57]=[CH:56][C:55]([CH3:58])=[CH:54][CH:53]=1)[C@@H:42]([O:46][CH2:47][CH:48]([CH3:50])[CH3:49])[C@@H:43](O)[CH3:44])[C:35]([OH:37])=[O:36])=[O:32])([CH3:29])([CH3:28])[CH3:27], predict the reaction product. The product is: [C:26]([O:30][C:31](=[O:32])[NH:33][C@H:34]1[CH2:38][O:39][CH2:40][C@H:41]([CH2:51][C:52]2[CH:53]=[CH:54][C:55]([CH3:58])=[CH:56][CH:57]=2)[C@@H:42]([O:46][CH2:47][CH:48]([CH3:50])[CH3:49])[C@H:43]([CH3:44])[O:36][C:35]1=[O:37])([CH3:29])([CH3:27])[CH3:28]. (3) The product is: [N:10]1[CH:9]=[CH:8][C:7]([C:5]2[C:4]([C:13]3[CH:30]=[CH:29][C:16]([O:17][CH2:18][C:19]4[CH:28]=[CH:27][C:26]5[C:21](=[CH:22][CH:23]=[CH:24][CH:25]=5)[N:20]=4)=[CH:15][CH:14]=3)=[N:3][N:2]([CH2:1][C@H:34]([OH:36])[CH3:33])[CH:6]=2)=[CH:12][CH:11]=1. Given the reactants [CH3:1][N:2]1[CH:6]=[C:5]([C:7]2[CH:12]=[CH:11][N:10]=[CH:9][CH:8]=2)[C:4]([C:13]2[CH:30]=[CH:29][C:16]([O:17][CH2:18][C:19]3[CH:28]=[CH:27][C:26]4[C:21](=[CH:22][CH:23]=[CH:24][CH:25]=4)[N:20]=3)=[CH:15][CH:14]=2)=[N:3]1.N([CH2:33][C@H:34]([OH:36])C)N, predict the reaction product. (4) The product is: [Br:11][C:6]1[C:7]([NH2:10])=[N:8][CH:9]=[C:4]([CH:1]2[CH2:3][CH2:2]2)[CH:5]=1. Given the reactants [CH:1]1([C:4]2[CH:5]=[CH:6][C:7]([NH2:10])=[N:8][CH:9]=2)[CH2:3][CH2:2]1.[Br:11]Br.[OH-].[Na+], predict the reaction product. (5) Given the reactants Cl[C:2]1C=CC=C(C(OO)=O)[CH:3]=1.C(S[C:15]1[CH:20]=[CH:19][CH:18]=[CH:17][C:16]=1[C:21]1[CH:22]=[CH:23][C:24]2[N:25]([CH:27]=[C:28]([C:30]([F:33])([F:32])[F:31])[N:29]=2)[CH:26]=1)C.[S:34]([O-:38])([O-])(=[O:36])=S.[Na+].[Na+], predict the reaction product. The product is: [CH2:2]([S:34]([C:15]1[CH:20]=[CH:19][CH:18]=[CH:17][C:16]=1[C:21]1[CH:22]=[CH:23][C:24]2[N:25]([CH:27]=[C:28]([C:30]([F:33])([F:32])[F:31])[N:29]=2)[CH:26]=1)(=[O:38])=[O:36])[CH3:3]. (6) Given the reactants [OH:1][C:2]1[C:3]2[N:4]([C:9]([C:13]([NH:15][CH2:16][C:17]([NH:22]C(=O)OC(C)(C)C)([CH3:21])[CH2:18][CH2:19][CH3:20])=[O:14])=[C:10]([CH3:12])[N:11]=2)[CH:5]=[C:6]([CH3:8])[CH:7]=1.[Br:30][C:31]1[CH:38]=[CH:37][CH:36]=[CH:35][C:32]=1[CH2:33]Br.C(=O)([O-])[O-].[Cs+].[Cs+].[I-].[K+].Cl, predict the reaction product. The product is: [NH2:22][C:17]([CH3:21])([CH2:18][CH2:19][CH3:20])[CH2:16][NH:15][C:13]([C:9]1[N:4]2[CH:5]=[C:6]([CH3:8])[CH:7]=[C:2]([O:1][CH2:33][C:32]3[CH:35]=[CH:36][CH:37]=[CH:38][C:31]=3[Br:30])[C:3]2=[N:11][C:10]=1[CH3:12])=[O:14]. (7) Given the reactants [NH2:1][C:2]1[CH:11]=[CH:10][CH:9]=[C:8]2[C:3]=1[CH:4]=[CH:5][N:6]([CH:13]([C:17]1[CH:22]=[CH:21][C:20]([Cl:23])=[CH:19][CH:18]=1)[C:14]([NH2:16])=[O:15])[C:7]2=[O:12].CN(C)C=O.C(N(CC)C(C)C)(C)C.F[P-](F)(F)(F)(F)F.C[N+](C)=C(N(C)C)ON1C2N=CC=CC=2N=N1.[Cl:62][C:63]1[CH:68]=[CH:67][C:66]([C@H:69]([CH3:73])[C:70](O)=[O:71])=[CH:65][CH:64]=1, predict the reaction product. The product is: [NH2:16][C:14](=[O:15])[CH:13]([N:6]1[CH:5]=[CH:4][C:3]2[C:8](=[CH:9][CH:10]=[CH:11][C:2]=2[NH:1][C:70](=[O:71])[C@H:69]([C:66]2[CH:67]=[CH:68][C:63]([Cl:62])=[CH:64][CH:65]=2)[CH3:73])[C:7]1=[O:12])[C:17]1[CH:18]=[CH:19][C:20]([Cl:23])=[CH:21][CH:22]=1. (8) Given the reactants [CH2:1]([O:3][C:4]([C:6]1[CH:7]=[N:8][N:9]2[C:14]([NH:15][C:16]3[CH:21]=[CH:20][C:19]([F:22])=[CH:18][C:17]=3[CH3:23])=[C:13]([C:24]([OH:26])=O)[CH:12]=[N:11][C:10]=12)=[O:5])[CH3:2].[CH3:27][C:28]1([CH3:42])[C:41]2[C:36](=[CH:37][CH:38]=[CH:39][CH:40]=2)[C:30]2([CH2:35][CH2:34][NH:33][CH2:32][CH2:31]2)[O:29]1, predict the reaction product. The product is: [F:22][C:19]1[CH:20]=[CH:21][C:16]([NH:15][C:14]2[N:9]3[N:8]=[CH:7][C:6]([C:4]([O:3][CH2:1][CH3:2])=[O:5])=[C:10]3[N:11]=[CH:12][C:13]=2[C:24]([N:33]2[CH2:34][CH2:35][C:30]3([C:36]4[C:41](=[CH:40][CH:39]=[CH:38][CH:37]=4)[C:28]([CH3:42])([CH3:27])[O:29]3)[CH2:31][CH2:32]2)=[O:26])=[C:17]([CH3:23])[CH:18]=1. (9) Given the reactants [NH2:1][C:2]1[C:10]([CH3:11])=[CH:9][C:8]([C:12]#[N:13])=[CH:7][C:3]=1[C:4]([OH:6])=[O:5].[Br:14][C:15]1[CH:16]=[C:17]([C:27](Cl)=[O:28])[N:18]([C:20]2[C:25]([Cl:26])=[CH:24][CH:23]=[CH:22][N:21]=2)[N:19]=1.C(N(CC)CC)C, predict the reaction product. The product is: [Br:14][C:15]1[CH:16]=[C:17]([C:27]([NH:1][C:2]2[C:10]([CH3:11])=[CH:9][C:8]([C:12]#[N:13])=[CH:7][C:3]=2[C:4]([OH:6])=[O:5])=[O:28])[N:18]([C:20]2[C:25]([Cl:26])=[CH:24][CH:23]=[CH:22][N:21]=2)[N:19]=1.